Dataset: Catalyst prediction with 721,799 reactions and 888 catalyst types from USPTO. Task: Predict which catalyst facilitates the given reaction. (1) Reactant: C(/C(=C/CC)/C#CC(=O)C)(C)(C)C.CS(OS(C)(=O)=O)(=O)=O.O[C:24]([CH2:35][CH2:36][CH3:37])([C:30]([CH3:34])([CH3:33])[CH2:31][CH3:32])[C:25]#[C:26][C:27](=[O:29])[CH3:28].C(N(CC)CC)C.Cl. Product: [C:30](/[C:24](=[CH:35]/[CH2:36][CH3:37])/[C:25]#[C:26][C:27](=[O:29])[CH3:28])([CH2:31][CH3:32])([CH3:33])[CH3:34]. The catalyst class is: 4. (2) Reactant: [NH2:1][C:2]1[NH:6][N:5]=[N:4][N:3]=1.C([O-])([O-])=O.[Cs+].[Cs+].[CH3:13][O:14][C:15]1[CH:20]=[CH:19][C:18]([CH2:21]Cl)=[CH:17][CH:16]=1. Product: [CH3:13][O:14][C:15]1[CH:20]=[CH:19][C:18]([CH2:21][N:3]2[C:2]([NH2:1])=[N:6][N:5]=[N:4]2)=[CH:17][CH:16]=1. The catalyst class is: 31. (3) Reactant: C([O:3][C:4](=[O:23])[CH:5]([NH:15][C:16]([O:18][C:19]([CH3:22])([CH3:21])[CH3:20])=[O:17])[CH2:6][C:7]1[CH:12]=[C:11]([CH3:13])[CH:10]=[CH:9][C:8]=1[F:14])C.[OH-].[Li+].Cl. Product: [C:19]([O:18][C:16]([NH:15][CH:5]([CH2:6][C:7]1[CH:12]=[C:11]([CH3:13])[CH:10]=[CH:9][C:8]=1[F:14])[C:4]([OH:23])=[O:3])=[O:17])([CH3:22])([CH3:21])[CH3:20]. The catalyst class is: 87. (4) Reactant: [CH3:1][C:2]1[C:3]([N:9]2[CH2:14][CH2:13][N:12]([C:15]([C:17]3[CH:18]=[N:19][C:20]([NH:24]CC4C=CC(OC)=CC=4)=[CH:21][C:22]=3[CH3:23])=[O:16])[CH2:11][CH2:10]2)=[N:4][CH:5]=[C:6]([CH3:8])[CH:7]=1.FC(F)(F)C(O)=O. Product: [NH2:24][C:20]1[N:19]=[CH:18][C:17]([C:15]([N:12]2[CH2:13][CH2:14][N:9]([C:3]3[C:2]([CH3:1])=[CH:7][C:6]([CH3:8])=[CH:5][N:4]=3)[CH2:10][CH2:11]2)=[O:16])=[C:22]([CH3:23])[CH:21]=1. The catalyst class is: 4.